Dataset: Full USPTO retrosynthesis dataset with 1.9M reactions from patents (1976-2016). Task: Predict the reactants needed to synthesize the given product. (1) The reactants are: [Cl:1][C:2]1[CH:6]=[C:5]([C:7](O)=[O:8])[N:4]([CH3:10])[N:3]=1.O1CCCC1.C(Cl)(=O)C(Cl)=O.[NH2:22][C:23]1[CH:24]=[C:25]([CH:42]=[CH:43][C:44]=1[F:45])[O:26][C:27]1[CH:28]=[CH:29][C:30]2[N:31]([CH:33]=[C:34]([NH:36][C:37]([CH:39]3[CH2:41][CH2:40]3)=[O:38])[N:35]=2)[N:32]=1. Given the product [Cl:1][C:2]1[CH:6]=[C:5]([C:7]([NH:22][C:23]2[CH:24]=[C:25]([O:26][C:27]3[CH:28]=[CH:29][C:30]4[N:31]([CH:33]=[C:34]([NH:36][C:37]([CH:39]5[CH2:41][CH2:40]5)=[O:38])[N:35]=4)[N:32]=3)[CH:42]=[CH:43][C:44]=2[F:45])=[O:8])[N:4]([CH3:10])[N:3]=1, predict the reactants needed to synthesize it. (2) Given the product [CH3:38][N:22]([CH3:21])[CH2:23][CH2:24][CH2:25][C:26]1[C:27]2[CH2:37][CH2:36][CH2:35][CH2:34][CH2:33][C:28]=2[NH:29][C:30]=1/[CH:31]=[C:14]1\[C:15](=[O:20])[NH:16][C:17]2[C:13]\1=[CH:12][C:11]([S:8]([CH2:7][C:1]1[CH:2]=[CH:3][CH:4]=[CH:5][CH:6]=1)(=[O:10])=[O:9])=[CH:19][CH:18]=2, predict the reactants needed to synthesize it. The reactants are: [C:1]1([CH2:7][S:8]([C:11]2[CH:12]=[C:13]3[C:17](=[CH:18][CH:19]=2)[NH:16][C:15](=[O:20])[CH2:14]3)(=[O:10])=[O:9])[CH:6]=[CH:5][CH:4]=[CH:3][CH:2]=1.[CH3:21][N:22]([CH3:38])[CH2:23][CH2:24][CH2:25][C:26]1[C:27]2[CH2:37][CH2:36][CH2:35][CH2:34][CH2:33][C:28]=2[NH:29][C:30]=1[CH:31]=O.N1CCCCC1. (3) The reactants are: C([O:8][C:9]1[C:14](=[O:15])[N:13]2[CH:16]=[C:17]([N:27]3[CH2:32][CH2:31][O:30][CH2:29][CH2:28]3)[CH:18]=[C:19]([N:20]3[CH2:24][CH2:23][N:22]([CH3:25])[C:21]3=[O:26])[C:12]2=[N:11][C:10]=1[C:33]1[NH:34][C:35]([CH2:38][C:39]2[CH:44]=[CH:43][C:42]([F:45])=[C:41]([Cl:46])[CH:40]=2)=[CH:36][N:37]=1)C1C=CC=CC=1. Given the product [Cl-:46].[Cl:46][C:41]1[CH:40]=[C:39]([CH:44]=[CH:43][C:42]=1[F:45])[CH2:38][C:35]1[NH:34][C:33]([C:10]2[N:11]=[C:12]3[C:19]([N:20]4[CH2:24][CH2:23][N:22]([CH3:25])[C:21]4=[O:26])=[CH:18][C:17]([N:27]4[CH2:32][CH2:31][O:30][CH2:29][CH2:28]4)=[CH:16][N:13]3[C:14](=[O:15])[C:9]=2[OH:8])=[NH+:37][CH:36]=1, predict the reactants needed to synthesize it. (4) Given the product [OH:24][CH2:23][CH2:22][C@H:19]1[CH2:18][CH2:17][C:16]2[S:15][C:14]3[N:13]=[CH:12][N:11]=[C:10]([O:9][CH:6]4[CH2:5][CH2:4][CH:3]([N:2]([CH3:1])[CH2:26][C:27]([N:29]5[CH2:33][CH2:32][CH2:31][CH2:30]5)=[O:28])[CH2:8][CH2:7]4)[C:21]=3[C:20]1=2, predict the reactants needed to synthesize it. The reactants are: [CH3:1][NH:2][CH:3]1[CH2:8][CH2:7][CH:6]([O:9][C:10]2[C:21]3[C:20]4[C@@H:19]([CH2:22][CH2:23][OH:24])[CH2:18][CH2:17][C:16]=4[S:15][C:14]=3[N:13]=[CH:12][N:11]=2)[CH2:5][CH2:4]1.Cl[CH2:26][C:27]([N:29]1[CH2:33][CH2:32][CH2:31][CH2:30]1)=[O:28].C(=O)([O-])[O-].[K+].[K+]. (5) The reactants are: O[C:2]1[C:11]2[C:6](=[N:7][CH:8]=[CH:9][CH:10]=2)[N:5]([C:12]2[CH:17]=[CH:16][CH:15]=[CH:14][CH:13]=2)[C:4](=[O:18])[C:3]=1[C:19](=O)[CH2:20][C:21]1[CH:26]=[CH:25][C:24]([O:27][CH3:28])=[C:23]([O:29][CH3:30])[CH:22]=1.O.[NH2:33][NH2:34]. Given the product [CH3:30][O:29][C:23]1[CH:22]=[C:21]([CH:26]=[CH:25][C:24]=1[O:27][CH3:28])[CH2:20][C:19]1[C:3]2[C:4](=[O:18])[N:5]([C:12]3[CH:13]=[CH:14][CH:15]=[CH:16][CH:17]=3)[C:6]3[N:7]=[CH:8][CH:9]=[CH:10][C:11]=3[C:2]=2[NH:34][N:33]=1, predict the reactants needed to synthesize it. (6) Given the product [CH3:29][C:16]1[C:17]([C:23]2[CH:28]=[CH:27][CH:26]=[CH:25][CH:24]=2)=[C:18]([OH:22])[C:19]2[C:14]([CH:15]=1)=[CH:13][CH:12]=[CH:21][CH:20]=2, predict the reactants needed to synthesize it. The reactants are: CC1C=CC(S(O[C:12]2[CH:21]=[CH:20][C:19]3[C:14](=[CH:15][C:16]([CH3:29])=[C:17]([C:23]4[CH:28]=[CH:27][CH:26]=[CH:25][CH:24]=4)[C:18]=3[OH:22])[CH:13]=2)(=O)=O)=CC=1.[B-].[Na+]. (7) Given the product [ClH:38].[NH:26]1[C:27]2[C:23](=[CH:22][C:21]([NH:20][C:18]3[CH:17]=[CH:16][N:15]=[C:14]([C:10]4[CH:9]=[C:8]([CH:13]=[CH:12][CH:11]=4)[O:7][CH2:6][C:5]([NH:4][CH:1]([CH3:3])[CH3:2])=[O:37])[N:19]=3)=[CH:29][CH:28]=2)[CH:24]=[N:25]1.[ClH:38], predict the reactants needed to synthesize it. The reactants are: [CH:1]([NH:4][C:5](=[O:37])[CH2:6][O:7][C:8]1[CH:9]=[C:10]([C:14]2[N:19]=[C:18]([NH:20][C:21]3[CH:22]=[C:23]4[C:27](=[CH:28][CH:29]=3)[N:26](C(OC(C)(C)C)=O)[N:25]=[CH:24]4)[CH:17]=[CH:16][N:15]=2)[CH:11]=[CH:12][CH:13]=1)([CH3:3])[CH3:2].[ClH:38].